This data is from Reaction yield outcomes from USPTO patents with 853,638 reactions. The task is: Predict the reaction yield, written as a fraction of the theoretical maximum amount of product (1.0 means a 100% yield; for example, 0.34 means a 34% yield). (1) The reactants are [CH3:1][N:2]([CH3:37])[CH2:3][CH2:4][N:5]1[CH:9]=[C:8]([C:10]2[CH:36]=[CH:35][C:13]3[N:14]([C:17]4[CH:18]=[C:19]([NH:31]C(=O)C)[CH:20]=[C:21]([C:23]5[CH:28]=[CH:27][C:26]([F:29])=[CH:25][C:24]=5[F:30])[CH:22]=4)[CH:15]=[N:16][C:12]=3[CH:11]=2)[N:7]=[N:6]1.[OH-].[Na+]. The catalyst is C(O)C. The product is [CH3:1][N:2]([CH3:37])[CH2:3][CH2:4][N:5]1[CH:9]=[C:8]([C:10]2[CH:36]=[CH:35][C:13]3[N:14]([C:17]4[CH:18]=[C:19]([NH2:31])[CH:20]=[C:21]([C:23]5[CH:28]=[CH:27][C:26]([F:29])=[CH:25][C:24]=5[F:30])[CH:22]=4)[CH:15]=[N:16][C:12]=3[CH:11]=2)[N:7]=[N:6]1. The yield is 0.770. (2) The product is [O:36]=[C:34]([N:54]1[CH2:55][CH2:56][N:51]([C:57](=[O:58])[C:59]2[CH:64]=[CH:63][CH:62]=[CH:61][C:60]=2[C:65]([F:68])([F:66])[F:67])[CH2:52][CH2:53]1)[CH2:33][C:32]([NH:31][C:28]1[S:29][CH:30]=[C:26]([C:20]2[CH:21]=[CH:22][CH:23]=[CH:24][CH:25]=2)[N:27]=1)=[O:37]. The reactants are C1C=CC2N(O)N=NC=2C=1.CCN(C(C)C)C(C)C.[C:20]1([C:26]2[N:27]=[C:28]([NH:31][C:32](=[O:37])[CH2:33][C:34]([OH:36])=O)[S:29][CH:30]=2)[CH:25]=[CH:24][CH:23]=[CH:22][CH:21]=1.CCN=C=NCCCN(C)C.Cl.Cl.[N:51]1([C:57]([C:59]2[CH:64]=[CH:63][CH:62]=[CH:61][C:60]=2[C:65]([F:68])([F:67])[F:66])=[O:58])[CH2:56][CH2:55][NH:54][CH2:53][CH2:52]1. The catalyst is CN(C=O)C.O. The yield is 0.130.